From a dataset of Full USPTO retrosynthesis dataset with 1.9M reactions from patents (1976-2016). Predict the reactants needed to synthesize the given product. (1) The reactants are: FC(F)(F)C(O)=O.C(OC([N:15]1[CH2:20][CH2:19][CH:18]([CH2:21][O:22][C:23]2[C:32]3[C:27](=[CH:28][CH:29]=[C:30]([O:33][CH3:34])[CH:31]=3)[CH:26]=[CH:25][CH:24]=2)[CH2:17][CH2:16]1)=O)(C)(C)C. Given the product [CH3:34][O:33][C:30]1[CH:31]=[C:32]2[C:27]([CH:26]=[CH:25][CH:24]=[C:23]2[O:22][CH2:21][CH:18]2[CH2:19][CH2:20][NH:15][CH2:16][CH2:17]2)=[CH:28][CH:29]=1, predict the reactants needed to synthesize it. (2) Given the product [CH2:34]([N:1]([C@H:27]1[CH2:32][CH2:31][C@@H:30]([OH:33])[CH2:29][CH2:28]1)[C:2]1[C:17]2[CH2:16][CH:15]=[CH:14][CH2:13][CH2:12][C:11]3[CH:18]=[C:19]([CH3:24])[N:20]=[C:21]([O:22][CH3:23])[C:10]=3[CH2:9][NH:8][C:7](=[O:25])[C:6]=2[CH:5]=[CH:4][CH:3]=1)[CH3:35], predict the reactants needed to synthesize it. The reactants are: [NH2:1][C:2]1[C:17]2[CH2:16][CH:15]=[CH:14][CH2:13][CH2:12][C:11]3[CH:18]=[C:19]([CH3:24])[N:20]=[C:21]([O:22][CH3:23])[C:10]=3[CH2:9][NH:8][C:7](=[O:25])[C:6]=2[CH:5]=[CH:4][CH:3]=1.O[CH:27]1[CH2:32][CH2:31][C:30](=[O:33])[CH2:29][CH2:28]1.[CH3:34][C:35](O)=O.[BH-](OC(C)=O)(OC(C)=O)OC(C)=O.[Na+].C(=O)C.C([O-])(O)=O.[Na+]. (3) Given the product [CH3:1][C:2]1([C:13]([O:15][CH2:16][CH3:17])=[O:14])[CH2:11][C:10]2[C:5](=[CH:6][CH:7]=[CH:8][CH:9]=2)[O:4][CH2:3]1, predict the reactants needed to synthesize it. The reactants are: [CH3:1][C:2]1([C:13]([O:15][CH2:16][CH3:17])=[O:14])[C:11](=O)[C:10]2[C:5](=[CH:6][CH:7]=[CH:8][CH:9]=2)[O:4][CH2:3]1.C([SiH](CC)CC)C. (4) Given the product [Cl:21][C:19]1[C:12](=[CH:11][OH:17])[CH2:13][CH2:14][CH2:15][C:16]=1[CH:9]=[O:10], predict the reactants needed to synthesize it. The reactants are: O=P(Cl)(Cl)Cl.CN([CH:9]=[O:10])C.[C:11]1(=[O:17])[CH2:16][CH2:15][CH2:14][CH2:13][CH2:12]1.O.[CH2:19]([Cl:21])Cl. (5) Given the product [Br:1][C:2]1[CH:7]=[CH:6][C:5]([C:8]([CH:10]2[CH2:11][CH:12]3[S:17](=[O:19])(=[O:18])[CH:15]([CH2:14][CH2:13]3)[CH2:16]2)([OH:9])[CH3:20])=[CH:4][CH:3]=1, predict the reactants needed to synthesize it. The reactants are: [Br:1][C:2]1[CH:7]=[CH:6][C:5]([C:8]([CH:10]2[CH2:16][CH:15]3[S:17](=[O:19])(=[O:18])[CH:12]([CH2:13][CH2:14]3)[CH2:11]2)=[O:9])=[CH:4][CH:3]=1.[CH3:20][Mg]Br.C1(C)C=CC=CC=1.C1COCC1. (6) Given the product [CH2:1]([O:3][CH:4]([O:32][CH2:33][CH3:34])[CH2:5][O:6][C@H:7]([CH2:8][CH2:9][O:10][CH3:37])[C@@H:11]([CH2:24][C:25]1[CH:30]=[CH:29][C:28]([F:31])=[CH:27][CH:26]=1)[C@@H:12]([O:14][CH2:15][C:16]1[CH:17]=[CH:18][C:19]([O:22][CH3:23])=[CH:20][CH:21]=1)[CH3:13])[CH3:2], predict the reactants needed to synthesize it. The reactants are: [CH2:1]([O:3][CH:4]([O:32][CH2:33][CH3:34])[CH2:5][O:6][CH:7]([CH:11]([CH2:24][C:25]1[CH:30]=[CH:29][C:28]([F:31])=[CH:27][CH:26]=1)[CH:12]([O:14][CH2:15][C:16]1[CH:21]=[CH:20][C:19]([O:22][CH3:23])=[CH:18][CH:17]=1)[CH3:13])[CH2:8][CH2:9][OH:10])[CH3:2].[H-].[Na+].[CH3:37]I. (7) Given the product [CH3:8][C:9]1[C:13]([CH3:14])=[C:12]([NH:15][C:16]([N:18]2[CH2:19][CH2:20][N:21]([C:25]3[S:29][N:28]=[C:27]([C:30]4[CH:35]=[CH:34][CH:33]=[CH:32][C:31]=4[F:36])[N:26]=3)[CH2:22][CH2:23]2)=[O:17])[O:11][N:10]=1, predict the reactants needed to synthesize it. The reactants are: FC(F)(F)C(O)=O.[CH3:8][C:9]1[C:13]([CH3:14])=[C:12]([NH:15][C:16]([N:18]2[CH2:23][CH2:22][NH:21][CH2:20][CH2:19]2)=[O:17])[O:11][N:10]=1.Cl[C:25]1[S:29][N:28]=[C:27]([C:30]2[CH:35]=[CH:34][CH:33]=[CH:32][C:31]=2[F:36])[N:26]=1.C(N(CC)CC)C.CN(C)C=O. (8) Given the product [CH3:9][C:32]1([CH3:33])[NH:34][C:37](=[O:25])[N:17]([C:16]2[CH:18]=[CH:19][C:13]([S:12][C:11]([F:20])([F:10])[F:21])=[CH:14][CH:15]=2)[C:5]1=[O:4], predict the reactants needed to synthesize it. The reactants are: ClC([O:4][C:5](Cl)(Cl)Cl)=O.[CH4:9].[F:10][C:11]([F:21])([F:20])[S:12][C:13]1[CH:19]=[CH:18][C:16]([NH2:17])=[CH:15][CH:14]=1.Cl.C([O:25]C(=O)CN(C)C)C.[CH2:32]([N:34]([CH2:37]C)CC)[CH3:33].